Dataset: Full USPTO retrosynthesis dataset with 1.9M reactions from patents (1976-2016). Task: Predict the reactants needed to synthesize the given product. (1) The reactants are: [Cl:1][C:2]1[C:3]([C:47](=[O:57])[N:48]([CH2:53][CH2:54][CH2:55][CH3:56])[CH2:49][CH2:50][CH2:51][CH3:52])=[N:4][N:5]([C:8]2[CH:34]=[CH:33][C:11]([C:12]([NH:14][S:15]([C:18]3[CH:27]=[C:26]4[C:21]([CH:22]=[CH:23][C:24]([C:28]([O:30]CC)=[O:29])=[CH:25]4)=[CH:20][CH:19]=3)(=[O:17])=[O:16])=[O:13])=[CH:10][C:9]=2[C:35]([N:37]2[CH2:46][CH2:45][C:44]3[C:39](=[CH:40][CH:41]=[CH:42][CH:43]=3)[CH2:38]2)=[O:36])[C:6]=1[CH3:7].[Li+].[OH-]. Given the product [Cl:1][C:2]1[C:3]([C:47](=[O:57])[N:48]([CH2:53][CH2:54][CH2:55][CH3:56])[CH2:49][CH2:50][CH2:51][CH3:52])=[N:4][N:5]([C:8]2[CH:34]=[CH:33][C:11]([C:12]([NH:14][S:15]([C:18]3[CH:27]=[C:26]4[C:21]([CH:22]=[CH:23][C:24]([C:28]([OH:30])=[O:29])=[CH:25]4)=[CH:20][CH:19]=3)(=[O:17])=[O:16])=[O:13])=[CH:10][C:9]=2[C:35]([N:37]2[CH2:46][CH2:45][C:44]3[C:39](=[CH:40][CH:41]=[CH:42][CH:43]=3)[CH2:38]2)=[O:36])[C:6]=1[CH3:7], predict the reactants needed to synthesize it. (2) Given the product [F:12][C:8]1[CH:7]=[C:6]2[C:11]([C:2]([N:35]3[C:29]4[C:30](=[N:31][CH:32]=[C:27]([N:24]5[CH2:25][CH2:26][O:21][CH2:22][CH2:23]5)[CH:28]=4)[C:33]4([CH2:40][CH2:39][O:38][CH2:37][CH2:36]4)[CH2:34]3)=[C:3]([CH3:20])[C:4]([C:13]3[CH:18]=[C:17]([CH3:19])[CH:16]=[CH:15][N:14]=3)=[N:5]2)=[CH:10][CH:9]=1, predict the reactants needed to synthesize it. The reactants are: Cl[C:2]1[C:11]2[C:6](=[CH:7][C:8]([F:12])=[CH:9][CH:10]=2)[N:5]=[C:4]([C:13]2[CH:18]=[C:17]([CH3:19])[CH:16]=[CH:15][N:14]=2)[C:3]=1[CH3:20].[O:21]1[CH2:26][CH2:25][N:24]([C:27]2[CH:28]=[C:29]3[NH:35][CH2:34][C:33]4([CH2:40][CH2:39][O:38][CH2:37][CH2:36]4)[C:30]3=[N:31][CH:32]=2)[CH2:23][CH2:22]1.CC(C)([O-])C.[Na+]. (3) Given the product [Br:13][C:10]1[CH:11]=[CH:12][C:7]([C@H:29]([NH:28][C@@H:23]([CH2:24][CH2:25][CH3:27])[CH:22]([CH3:2])[OH:21])[C:30]([F:31])([F:32])[F:33])=[CH:8][CH:9]=1, predict the reactants needed to synthesize it. The reactants are: [Li][CH2:2]CCC.Br[C:7]1[CH:12]=[CH:11][C:10]([Br:13])=[CH:9][CH:8]=1.[Si]([O:21][CH2:22][C@@H:23](/[N:28]=[CH:29]/[C:30]([F:33])([F:32])[F:31])[CH2:24][CH:25]([CH3:27])C)(C(C)(C)C)(C)C.[Cl-].[NH4+].[F-].C([NH3+])(C)(C)C.